This data is from Full USPTO retrosynthesis dataset with 1.9M reactions from patents (1976-2016). The task is: Predict the reactants needed to synthesize the given product. (1) Given the product [CH:1]1([N:7]2[C:11]3=[C:12]4[CH:18]=[CH:17][N:16]([CH2:19][O:20][CH2:21][CH2:22][Si:23]([CH3:24])([CH3:26])[CH3:25])[C:13]4=[N:14][CH:15]=[C:10]3[C:9](=[O:27])[N:8]2[CH3:32])[CH2:2][CH2:3][CH2:4][CH2:5][CH2:6]1.[CH:1]1([N:7]2[C:11]3=[C:12]4[CH:18]=[CH:17][N:16]([CH2:19][O:20][CH2:21][CH2:22][Si:23]([CH3:26])([CH3:25])[CH3:24])[C:13]4=[N:14][CH:15]=[C:10]3[C:9]([O:35][CH3:32])=[N:8]2)[CH2:2][CH2:3][CH2:4][CH2:5][CH2:6]1, predict the reactants needed to synthesize it. The reactants are: [CH:1]1([N:7]2[C:11]3=[C:12]4[CH:18]=[CH:17][N:16]([CH2:19][O:20][CH2:21][CH2:22][Si:23]([CH3:26])([CH3:25])[CH3:24])[C:13]4=[N:14][CH:15]=[C:10]3[C:9](=[O:27])[NH:8]2)[CH2:6][CH2:5][CH2:4][CH2:3][CH2:2]1.[H-].[Na+].IC.[C:32]([O-:35])(O)=O.[Na+]. (2) Given the product [O:11]=[C:9]([N:14]1[CH2:18][CH2:17][CH2:16][CH2:15]1)[CH2:8][O:7][C:6]1[CH:5]=[CH:4][C:3]([CH:1]=[O:2])=[CH:13][CH:12]=1, predict the reactants needed to synthesize it. The reactants are: [CH:1]([C:3]1[CH:13]=[CH:12][C:6]([O:7][CH2:8][C:9]([OH:11])=O)=[CH:5][CH:4]=1)=[O:2].[NH:14]1[CH2:18][CH2:17][CH2:16][CH2:15]1.Cl.CN(C)CCCN=C=NCC.CN(C1C=CC=CN=1)C. (3) Given the product [C:1]1([CH2:7][CH2:8][CH2:9][N:10]2[C:30]3[C:32]([C:34](=[O:35])[NH:26][C:27](=[O:28])[N:29]=3)=[N:21][C:20]3[CH:19]=[C:14]4[O:15][CH2:16][CH2:17][O:18][C:13]4=[CH:12][C:11]2=3)[CH:6]=[CH:5][CH:4]=[CH:3][CH:2]=1, predict the reactants needed to synthesize it. The reactants are: [C:1]1([CH2:7][CH2:8][CH2:9][NH:10][C:11]2[C:20]([NH2:21])=[CH:19][C:14]3[O:15][CH2:16][CH2:17][O:18][C:13]=3[CH:12]=2)[CH:6]=[CH:5][CH:4]=[CH:3][CH:2]=1.B(O)(O)O.[NH:26]1[C:34](=[O:35])[C:32](=O)[C:30](=O)[NH:29][C:27]1=[O:28].